This data is from Forward reaction prediction with 1.9M reactions from USPTO patents (1976-2016). The task is: Predict the product of the given reaction. (1) Given the reactants [F:1][C:2]1[CH:3]=[C:4]([CH:8]=[CH:9][C:10]=1[O:11][CH3:12])[C:5]([OH:7])=O.O=C1N(P(Cl)(N2CCOC2=O)=O)CCO1.[NH2:28][C:29]1[CH:30]=[C:31]([CH:35]([NH:37][C:38]2[C:47]3[C:42](=[C:43]([C:48]([NH2:50])=[O:49])[CH:44]=[CH:45][CH:46]=3)[N:41]=[CH:40][N:39]=2)[CH3:36])[CH:32]=[CH:33][CH:34]=1.C(N(C(C)C)C(C)C)C, predict the reaction product. The product is: [F:1][C:2]1[CH:3]=[C:4]([CH:8]=[CH:9][C:10]=1[O:11][CH3:12])[C:5]([NH:28][C:29]1[CH:30]=[C:31]([CH:35]([NH:37][C:38]2[C:47]3[C:42](=[C:43]([C:48]([NH2:50])=[O:49])[CH:44]=[CH:45][CH:46]=3)[N:41]=[CH:40][N:39]=2)[CH3:36])[CH:32]=[CH:33][CH:34]=1)=[O:7]. (2) Given the reactants Br[C:2]1[CH:23]=[CH:22][C:5]([CH2:6][NH:7][C:8]([C:10]2[CH:15]=[CH:14][C:13]([C:16]3[CH:21]=[CH:20][CH:19]=[CH:18][CH:17]=3)=[CH:12][CH:11]=2)=[O:9])=[CH:4][CH:3]=1.[CH3:24][C:25]1[N:26]=[CH:27][NH:28][CH:29]=1.N1C=CC=CC=1C(=O)CC(C1C=CC=CN=1)=O.C([O-])([O-])=O.[Cs+].[Cs+], predict the reaction product. The product is: [CH3:24][C:25]1[N:26]=[CH:27][N:28]([C:2]2[CH:23]=[CH:22][C:5]([CH2:6][NH:7][C:8]([C:10]3[CH:15]=[CH:14][C:13]([C:16]4[CH:21]=[CH:20][CH:19]=[CH:18][CH:17]=4)=[CH:12][CH:11]=3)=[O:9])=[CH:4][CH:3]=2)[CH:29]=1.